Task: Predict the product of the given reaction.. Dataset: Forward reaction prediction with 1.9M reactions from USPTO patents (1976-2016) (1) Given the reactants C(OC([N:8]1[CH2:13][CH2:12][CH:11]([NH:14][C:15]2[N:20]=[CH:19][C:18]([O:21][CH2:22][C:23]#[N:24])=[CH:17][N:16]=2)[CH2:10][CH2:9]1)=O)(C)(C)C.C([O:29]C(N1CCC(NC2N=CC(O)=CN=2)CC1)=O)(C)(C)C.BrCC(N)=O.C(=O)([O-])[O-].[K+].[K+].Cl.COC1N=C(NC2CCNCC2)N=C(NCCO)N=1, predict the reaction product. The product is: [NH:8]1[CH2:9][CH2:10][CH:11]([NH:14][C:15]2[N:16]=[CH:17][C:18]([O:21][CH2:22][C:23]([NH2:24])=[O:29])=[CH:19][N:20]=2)[CH2:12][CH2:13]1. (2) Given the reactants C[N:2]1[CH2:13][CH2:12][NH:11][CH2:10][CH2:9][N:8](C)[CH2:7][CH2:6][NH:5][CH2:4][CH2:3]1.N1CCCNCCNCCCNCC1.CN1CCCN(C)CCN(C)CCCN(C)CC1.CC1CC(C)(C)NCCNC(C)CC(C)(C)NCCN1.CN1CCCNCCN(C)CCCNCC1.C(N1CCCNCCN(CC)CCCNCC1)C.CN1CCN2CCN(CCN(C)CCC2)CCC1.C(N1CCN2CCN(CCN(CC)CCC2)CCC1)C.C(N1CCN2CCN(CCN(C)CCC2)CCC1)CCCCCCC, predict the reaction product. The product is: [NH:2]1[CH2:13][CH2:12][NH:11][CH2:10][CH2:9][NH:8][CH2:7][CH2:6][NH:5][CH2:4][CH2:3]1. (3) Given the reactants [CH3:1][O:2][C:3]1[C:4]([C:9]([O-:11])=O)=[N:5][CH:6]=[CH:7][CH:8]=1.[Na+].C(Cl)(=O)C([Cl:16])=O, predict the reaction product. The product is: [CH3:1][O:2][C:3]1[C:4]([C:9]([Cl:16])=[O:11])=[N:5][CH:6]=[CH:7][CH:8]=1. (4) Given the reactants [Cl:1][C:2]1[C:7]([F:8])=[CH:6][CH:5]=[C:4]([Cl:9])[C:3]=1[CH:10]([C:12]1[C:20]2[C:15](=[N:16][CH:17]=[C:18]([C:21]3[CH2:22][CH2:23][NH:24][CH2:25][CH:26]=3)[CH:19]=2)[NH:14][CH:13]=1)[CH3:11].[S:27](N)([NH2:30])(=[O:29])=[O:28], predict the reaction product. The product is: [Cl:1][C:2]1[C:7]([F:8])=[CH:6][CH:5]=[C:4]([Cl:9])[C:3]=1[CH:10]([C:12]1[C:20]2[C:15](=[N:16][CH:17]=[C:18]([C:21]3[CH2:22][CH2:23][N:24]([S:27]([NH2:30])(=[O:29])=[O:28])[CH2:25][CH:26]=3)[CH:19]=2)[NH:14][CH:13]=1)[CH3:11].